Task: Predict the product of the given reaction.. Dataset: Forward reaction prediction with 1.9M reactions from USPTO patents (1976-2016) Given the reactants [OH-].[Na+].S([O:8][CH3:9])(OC)(=O)=O.[OH:10][C:11]1[CH:20]=[CH:19][C:18]2[C:13](=[CH:14][C:15](O)=[CH:16][CH:17]=2)[CH:12]=1, predict the reaction product. The product is: [OH:10][C:11]1[CH:20]=[CH:19][C:18]2[C:13](=[CH:14][C:15]([O:8][CH3:9])=[CH:16][CH:17]=2)[CH:12]=1.